The task is: Regression. Given two drug SMILES strings and cell line genomic features, predict the synergy score measuring deviation from expected non-interaction effect.. This data is from NCI-60 drug combinations with 297,098 pairs across 59 cell lines. Drug 1: C1=NC2=C(N=C(N=C2N1C3C(C(C(O3)CO)O)F)Cl)N. Drug 2: C1CN1C2=NC(=NC(=N2)N3CC3)N4CC4. Cell line: SNB-75. Synergy scores: CSS=17.5, Synergy_ZIP=0.464, Synergy_Bliss=1.60, Synergy_Loewe=0.419, Synergy_HSA=1.18.